This data is from Forward reaction prediction with 1.9M reactions from USPTO patents (1976-2016). The task is: Predict the product of the given reaction. (1) The product is: [CH:12]([O:11][CH2:10][C:5]1[CH:6]=[C:7]([O:8][CH3:9])[C:2]([B:22]([OH:25])[OH:23])=[C:3]([O:15][CH3:16])[CH:4]=1)([CH3:14])[CH3:13]. Given the reactants Br[C:2]1[C:7]([O:8][CH3:9])=[CH:6][C:5]([CH2:10][O:11][CH:12]([CH3:14])[CH3:13])=[CH:4][C:3]=1[O:15][CH3:16].C([Li])CCC.[B:22](OC)([O:25]C)[O:23]C.[Cl-].[NH4+], predict the reaction product. (2) Given the reactants [Si]([O:8][C:9]1[CH:14]=[CH:13][C:12]([C:15]2[S:16][CH2:17][C@@H:18]([C:20]([C:22]3[CH:27]=[C:26]([O:28][CH3:29])[C:25]([O:30][CH3:31])=[C:24]([O:32][CH3:33])[CH:23]=3)=[O:21])[N:19]=2)=[CH:11][CH:10]=1)(C(C)(C)C)(C)C.[F-].C([N+](CCCC)(CCCC)CCCC)CCC.C1COCC1, predict the reaction product. The product is: [OH:8][C:9]1[CH:10]=[CH:11][C:12]([C:15]2[S:16][CH:17]=[C:18]([C:20]([C:22]3[CH:27]=[C:26]([O:28][CH3:29])[C:25]([O:30][CH3:31])=[C:24]([O:32][CH3:33])[CH:23]=3)=[O:21])[N:19]=2)=[CH:13][CH:14]=1. (3) Given the reactants [Cl-].[Al+3].[Cl-].[Cl-].[Cl:5][CH2:6][C:7](=[O:10])[CH2:8]Cl.[CH2:11]1[C:19]2[C:14](=[CH:15]C=[CH:17][CH:18]=2)[CH2:13][N:12]1[C:20](=[O:25])[C:21]([F:24])([F:23])[F:22].Cl, predict the reaction product. The product is: [Cl:5][CH2:6][C:7]([C:8]1[CH:15]=[C:14]2[C:19](=[CH:18][CH:17]=1)[CH2:11][N:12]([C:20](=[O:25])[C:21]([F:23])([F:24])[F:22])[CH2:13]2)=[O:10]. (4) Given the reactants O[C:2]([C:10]1([CH3:13])[CH2:12][CH2:11]1)=[CH:3][C:4](=[O:9])[CH:5]=[CH:6][O:7]C.C(O)(C(F)(F)F)=O, predict the reaction product. The product is: [CH3:13][C:10]1([C:2]2[O:7][CH:6]=[CH:5][C:4](=[O:9])[CH:3]=2)[CH2:11][CH2:12]1. (5) Given the reactants [Br:1][C:2]1[CH:3]=[CH:4][C:5]([F:35])=[C:6]([C@:8]2([CH3:34])[C@H:14]3[C@:12]([C:15]([OH:17])=O)([CH2:13]3)[S:11][C:10]([N:18]([C:27]([O:29][C:30]([CH3:33])([CH3:32])[CH3:31])=[O:28])[CH2:19][O:20][CH2:21][CH2:22][Si:23]([CH3:26])([CH3:25])[CH3:24])=[N:9]2)[CH:7]=1.C(N1C=CN=C1)([N:38]1C=CN=C1)=O.N, predict the reaction product. The product is: [C:30]([O:29][C:27](=[O:28])[N:18]([C:10]1[S:11][C@:12]2([C:15](=[O:17])[NH2:38])[C@H:14]([C@:8]([C:6]3[CH:7]=[C:2]([Br:1])[CH:3]=[CH:4][C:5]=3[F:35])([CH3:34])[N:9]=1)[CH2:13]2)[CH2:19][O:20][CH2:21][CH2:22][Si:23]([CH3:24])([CH3:26])[CH3:25])([CH3:31])([CH3:33])[CH3:32]. (6) Given the reactants C([O:8][C:9]1[C:10]([CH2:28][CH2:29][CH3:30])=[N:11][C:12]([C:15]([O:24][CH2:25][O:26][CH3:27])([C:20]([F:23])([F:22])[F:21])[C:16]([F:19])([F:18])[F:17])=[CH:13][CH:14]=1)C1C=CC=CC=1, predict the reaction product. The product is: [F:19][C:16]([F:17])([F:18])[C:15]([C:12]1[N:11]=[C:10]([CH2:28][CH2:29][CH3:30])[C:9]([OH:8])=[CH:14][CH:13]=1)([O:24][CH2:25][O:26][CH3:27])[C:20]([F:23])([F:22])[F:21]. (7) Given the reactants [F:1][C:2]1([F:16])[CH2:5][C:4]([C:10]2[CH:11]=[N:12][CH:13]=[CH:14][CH:15]=2)([C:6]([O:8]C)=[O:7])[CH2:3]1.[OH-].[Na+], predict the reaction product. The product is: [F:16][C:2]1([F:1])[CH2:5][C:4]([C:10]2[CH:11]=[N:12][CH:13]=[CH:14][CH:15]=2)([C:6]([OH:8])=[O:7])[CH2:3]1. (8) Given the reactants Cl.[NH2:2][CH:3]([C:10]1[CH:15]=[CH:14][CH:13]=[C:12]([N+:16]([O-:18])=[O:17])[CH:11]=1)[CH2:4][C:5]([O:7][CH2:8][CH3:9])=[O:6].[C:19](Cl)(=[O:26])[C:20]1[CH:25]=[CH:24][CH:23]=[CH:22][CH:21]=1, predict the reaction product. The product is: [C:19]([NH:2][CH:3]([C:10]1[CH:15]=[CH:14][CH:13]=[C:12]([N+:16]([O-:18])=[O:17])[CH:11]=1)[CH2:4][C:5]([O:7][CH2:8][CH3:9])=[O:6])(=[O:26])[C:20]1[CH:25]=[CH:24][CH:23]=[CH:22][CH:21]=1. (9) The product is: [CH2:19]([O:26][C:27](=[O:39])/[N:28]=[C:29](\[NH2:38])/[C:30]1[CH:31]=[CH:32][C:33]([CH2:36][NH:37][C:5](=[O:7])[CH:4]([O:3][CH2:1][CH3:2])[N:8]2[CH2:16][C:15]3[C:10](=[CH:11][C:12]([CH3:17])=[CH:13][CH:14]=3)[C:9]2=[O:18])=[CH:34][CH:35]=1)[C:20]1[CH:25]=[CH:24][CH:23]=[CH:22][CH:21]=1. Given the reactants [CH2:1]([O:3][CH:4]([N:8]1[CH2:16][C:15]2[C:10](=[CH:11][C:12]([CH3:17])=[CH:13][CH:14]=2)[C:9]1=[O:18])[C:5]([OH:7])=O)[CH3:2].[CH2:19]([O:26][C:27](=[O:39])/[N:28]=[C:29](\[NH2:38])/[C:30]1[CH:35]=[CH:34][C:33]([CH2:36][NH2:37])=[CH:32][CH:31]=1)[C:20]1[CH:25]=[CH:24][CH:23]=[CH:22][CH:21]=1, predict the reaction product.